Dataset: Reaction yield outcomes from USPTO patents with 853,638 reactions. Task: Predict the reaction yield, written as a fraction of the theoretical maximum amount of product (1.0 means a 100% yield; for example, 0.34 means a 34% yield). (1) The reactants are [NH2:1][C:2]1[CH:7]=[C:6]([CH2:8][N:9]([CH3:11])[CH3:10])[CH:5]=[CH:4][C:3]=1[NH:12][C:13]1[N:18]=[CH:17][N:16]=[C:15]([N:19]([CH3:35])[C:20]([NH:22][C:23]2[C:28]([Cl:29])=[C:27]([O:30][CH3:31])[CH:26]=[C:25]([O:32][CH3:33])[C:24]=2[Cl:34])=[O:21])[CH:14]=1.[C:36](Cl)(=[O:39])[CH:37]=[CH2:38]. The catalyst is C1COCC1. The product is [Cl:34][C:24]1[C:25]([O:32][CH3:33])=[CH:26][C:27]([O:30][CH3:31])=[C:28]([Cl:29])[C:23]=1[NH:22][C:20](=[O:21])[N:19]([C:15]1[N:16]=[CH:17][N:18]=[C:13]([NH:12][C:3]2[CH:4]=[CH:5][C:6]([CH2:8][N:9]([CH3:10])[CH3:11])=[CH:7][C:2]=2[NH:1][C:36](=[O:39])[CH:37]=[CH2:38])[CH:14]=1)[CH3:35]. The yield is 0.150. (2) The reactants are [Li+].CC([N-]C(C)C)C.[Br:9][C:10]1[CH:11]=[N:12][CH:13]=[C:14]([Br:16])[CH:15]=1.Cl[C:18]([O:20][CH2:21][CH3:22])=[O:19]. The catalyst is C1COCC1. The product is [Br:9][C:10]1[CH:11]=[N:12][CH:13]=[C:14]([Br:16])[C:15]=1[C:18]([O:20][CH2:21][CH3:22])=[O:19]. The yield is 0.910.